This data is from Cav3 T-type calcium channel HTS with 100,875 compounds. The task is: Binary Classification. Given a drug SMILES string, predict its activity (active/inactive) in a high-throughput screening assay against a specified biological target. (1) The compound is O=C(NC1CCCC1)COC(=O)c1cc(NC(=O)c2occc2)c(OC)c(OC)c1. The result is 0 (inactive). (2) The compound is s1c(N2CCc3c(C2)cccc3)nc2c1cc1OCCOc1c2. The result is 0 (inactive). (3) The molecule is S(c1n(c(=O)c2[nH]c3c(c2n1)cccc3)c1cc(OC)ccc1)CC(=O)N1CCOCC1. The result is 0 (inactive).